This data is from Forward reaction prediction with 1.9M reactions from USPTO patents (1976-2016). The task is: Predict the product of the given reaction. (1) Given the reactants [C:1]([C:5]1[S:6][C:7]([C:13]([N:15]2[CH2:20][CH2:19][N:18]([CH2:21][CH2:22][N:23]([CH3:25])[CH3:24])[C:17](=[O:26])[C:16]2([CH3:28])[CH3:27])=[O:14])=[C:8]([N+:10]([O-])=O)[CH:9]=1)([CH3:4])([CH3:3])[CH3:2].O.O.[Sn](Cl)(Cl)(Cl)Cl, predict the reaction product. The product is: [NH2:10][C:8]1[CH:9]=[C:5]([C:1]([CH3:4])([CH3:3])[CH3:2])[S:6][C:7]=1[C:13]([N:15]1[CH2:20][CH2:19][N:18]([CH2:21][CH2:22][N:23]([CH3:24])[CH3:25])[C:17](=[O:26])[C:16]1([CH3:27])[CH3:28])=[O:14]. (2) Given the reactants [Si:1]([O:8][CH2:9][CH2:10][C:11]1[CH:16]=[CH:15][CH:14]=[CH:13][C:12]=1[CH:17]([C:19]1[CH:23]=[C:22]([CH:24]2[O:28][CH2:27][CH2:26][O:25]2)[S:21][C:20]=1[CH3:29])[OH:18])([C:4]([CH3:7])([CH3:6])[CH3:5])([CH3:3])[CH3:2], predict the reaction product. The product is: [Si:1]([O:8][CH2:9][CH2:10][C:11]1[CH:16]=[CH:15][CH:14]=[CH:13][C:12]=1[C:17]([C:19]1[CH:23]=[C:22]([CH:24]2[O:28][CH2:27][CH2:26][O:25]2)[S:21][C:20]=1[CH3:29])=[O:18])([C:4]([CH3:7])([CH3:6])[CH3:5])([CH3:2])[CH3:3].